This data is from Reaction yield outcomes from USPTO patents with 853,638 reactions. The task is: Predict the reaction yield, written as a fraction of the theoretical maximum amount of product (1.0 means a 100% yield; for example, 0.34 means a 34% yield). (1) The reactants are [C:1]1([CH3:11])[CH:6]=[CH:5][C:4](S([O-])(=O)=O)=[CH:3][CH:2]=1.[NH2:12][C@H:13]([C:17]([OH:19])=[O:18])[CH:14]([CH3:16])[CH3:15].C[Si](C)(C)N[Si](C)(C)C.C(N(C(C)C)CC)(C)C.[Br-:38]. The catalyst is C(Cl)Cl. The product is [Br:38][C:4]1[CH:5]=[CH:6][C:1]([CH2:11][NH:12][C@H:13]([C:17]([OH:19])=[O:18])[CH:14]([CH3:16])[CH3:15])=[CH:2][CH:3]=1. The yield is 0.830. (2) The reactants are [C:1]([CH2:3][C:4]1[CH:9]=[C:8]([CH3:10])[CH:7]=[C:6]([O:11][CH3:12])[CH:5]=1)#N.[OH-:13].[Na+].[OH2:15]. The catalyst is C(O)C. The product is [CH3:12][O:11][C:6]1[CH:5]=[C:4]([CH2:3][C:1]([OH:15])=[O:13])[CH:9]=[C:8]([CH3:10])[CH:7]=1. The yield is 0.620. (3) The reactants are C[O:2][C:3](=[O:38])[C@@H:4]([NH:16][C:17]([C:19]1[C:20]([CH3:37])=[N:21][C:22]([NH:26][CH2:27][CH2:28][CH2:29][C:30]2[CH:35]=[CH:34][CH:33]=[C:32]([OH:36])[CH:31]=2)=[N:23][C:24]=1[CH3:25])=[O:18])[CH2:5][NH:6][C:7]([C:9]1[CH:14]=[N:13][C:12]([CH3:15])=[CH:11][N:10]=1)=[O:8].O.[OH-].[Li+].S([O-])(O)(=O)=O.[K+]. The catalyst is C1COCC1.O. The product is [OH:36][C:32]1[CH:31]=[C:30]([CH2:29][CH2:28][CH2:27][NH:26][C:22]2[N:23]=[C:24]([CH3:25])[C:19]([C:17]([NH:16][C@@H:4]([CH2:5][NH:6][C:7]([C:9]3[CH:14]=[N:13][C:12]([CH3:15])=[CH:11][N:10]=3)=[O:8])[C:3]([OH:38])=[O:2])=[O:18])=[C:20]([CH3:37])[N:21]=2)[CH:35]=[CH:34][CH:33]=1. The yield is 0.780.